From a dataset of Reaction yield outcomes from USPTO patents with 853,638 reactions. Predict the reaction yield, written as a fraction of the theoretical maximum amount of product (1.0 means a 100% yield; for example, 0.34 means a 34% yield). (1) The reactants are [F:1][C:2]1[CH:3]=[C:4]([CH:16]=[CH:17][C:18]=1[F:19])[O:5][C:6]1[N:11]=[CH:10][C:9]([CH2:12][C:13]#N)=[CH:8][C:7]=1[F:15].[CH3:20][CH2:21][OH:22].S(=O)(=O)(O)[OH:24]. No catalyst specified. The product is [F:1][C:2]1[CH:3]=[C:4]([CH:16]=[CH:17][C:18]=1[F:19])[O:5][C:6]1[N:11]=[CH:10][C:9]([CH2:12][C:13]([O:22][CH2:21][CH3:20])=[O:24])=[CH:8][C:7]=1[F:15]. The yield is 0.678. (2) The catalyst is C(COC)OC.C(=O)([O-])[O-].[Na+].[Na+]. The yield is 0.600. The product is [N:23]1[CH:28]=[CH:27][CH:26]=[C:25]([C:7]2[CH:8]3[CH2:15][CH:12]([CH2:13][CH:14]=2)[CH2:11][N:10]([C:16]([O:18][CH2:19][CH3:20])=[O:17])[CH2:9]3)[CH:24]=1. The reactants are FC(F)(F)S(O[C:7]1[CH:8]2[CH2:15][CH:12]([CH2:13][CH:14]=1)[CH2:11][N:10]([C:16]([O:18][CH2:19][CH3:20])=[O:17])[CH2:9]2)(=O)=O.[N:23]1[CH:28]=[CH:27][CH:26]=[C:25](B(O)O)[CH:24]=1.[Cl-].[Li+]. (3) The reactants are Br[C:2]1[CH:3]=[C:4]([C:16]([NH:18][CH2:19][C:20]2[C:21](=[O:28])[NH:22][C:23]([CH3:27])=[CH:24][C:25]=2[CH3:26])=[O:17])[C:5]2[CH:6]=[N:7][N:8]([CH:11]3[CH2:15][CH2:14][CH2:13][CH2:12]3)[C:9]=2[CH:10]=1.[CH:29]([C:31]1[O:35][C:34](B(O)O)=[CH:33][CH:32]=1)=[O:30].C([O-])([O-])=O.[Cs+].[Cs+]. The catalyst is O1CCOCC1.O.C1C=CC([P]([Pd]([P](C2C=CC=CC=2)(C2C=CC=CC=2)C2C=CC=CC=2)([P](C2C=CC=CC=2)(C2C=CC=CC=2)C2C=CC=CC=2)[P](C2C=CC=CC=2)(C2C=CC=CC=2)C2C=CC=CC=2)(C2C=CC=CC=2)C2C=CC=CC=2)=CC=1. The product is [CH:11]1([N:8]2[C:9]3[CH:10]=[C:2]([C:34]4[O:35][C:31]([CH:29]=[O:30])=[CH:32][CH:33]=4)[CH:3]=[C:4]([C:16]([NH:18][CH2:19][C:20]4[C:21](=[O:28])[NH:22][C:23]([CH3:27])=[CH:24][C:25]=4[CH3:26])=[O:17])[C:5]=3[CH:6]=[N:7]2)[CH2:15][CH2:14][CH2:13][CH2:12]1. The yield is 0.434. (4) The reactants are [F:1][C:2]1[CH:8]=[CH:7][CH:6]=[C:5]([CH:9]([CH3:11])[CH3:10])[C:3]=1[NH2:4].C(=O)(O)[O-].[Na+].[C:17](Cl)(Cl)=[S:18].O.[NH2:22][NH2:23]. The catalyst is C(OCC)C.O.ClCCl. The product is [F:1][C:2]1[CH:8]=[CH:7][CH:6]=[C:5]([CH:9]([CH3:11])[CH3:10])[C:3]=1[NH:4][C:17]([NH:22][NH2:23])=[S:18]. The yield is 0.840. (5) The reactants are C(C1C=C(N[CH:11]([C:15]2[CH:20]=[CH:19][C:18](OC)=[C:17]([O:23][CH3:24])[CH:16]=2)[C:12]([OH:14])=[O:13])C=CC=1)(=O)N.[NH2:25][C:26]1[CH:27]=[C:28]([CH:32]=[CH:33][C:34]=1[F:35])[C:29]([NH2:31])=[O:30].COC1C=C(B(O)O)C=CC=1[F:44].O.C(O)(=O)C=O. No catalyst specified. The product is [C:29]([C:28]1[CH:32]=[CH:33][C:34]([F:35])=[C:26]([NH:25][CH:11]([C:15]2[CH:20]=[CH:19][C:18]([F:44])=[C:17]([O:23][CH3:24])[CH:16]=2)[C:12]([OH:14])=[O:13])[CH:27]=1)(=[O:30])[NH2:31]. The yield is 0.720. (6) The catalyst is C1COCC1. The product is [Cl:8][C:4]1[CH:5]=[CH:6][CH:7]=[C:2]([Cl:1])[C:3]=1[NH:9][C:10]1[N:11]([CH3:29])[C:12]2[C:21]3[C:20](=[O:22])[NH:19][C:18]([CH:23]([O:26][C:37](=[O:39])[CH3:38])[CH:24]=[CH2:25])=[C:17]([CH3:27])[C:16]=3[CH:15]=[CH:14][C:13]=2[N:28]=1. The reactants are [Cl:1][C:2]1[CH:7]=[CH:6][CH:5]=[C:4]([Cl:8])[C:3]=1[NH:9][C:10]1[N:11]([CH3:29])[C:12]2[C:21]3[C:20](=[O:22])[NH:19][C:18]([CH:23]([OH:26])[CH:24]=[CH2:25])=[C:17]([CH3:27])[C:16]=3[CH:15]=[CH:14][C:13]=2[N:28]=1.C(N(CC)CC)C.[C:37](OC(=O)C)(=[O:39])[CH3:38]. The yield is 0.870. (7) The reactants are [O:1]=[C:2]1[NH:7][C:6]2[CH:8]=[C:9]([CH2:12][N:13]3[CH2:18][CH2:17][N:16]([C:19]4[CH:27]=[CH:26][C:22]([C:23](O)=[O:24])=[CH:21][CH:20]=4)[CH2:15][CH2:14]3)[CH:10]=[N:11][C:5]=2[N:4]2[CH2:28][CH2:29][CH2:30][C@@H:3]12.Cl.[CH3:32][NH2:33].CCN(C(C)C)C(C)C.CN(C(ON1N=NC2C=CC=NC1=2)=[N+](C)C)C.F[P-](F)(F)(F)(F)F. The catalyst is CN(C=O)C. The product is [CH3:32][NH:33][C:23](=[O:24])[C:22]1[CH:26]=[CH:27][C:19]([N:16]2[CH2:15][CH2:14][N:13]([CH2:12][C:9]3[CH:10]=[N:11][C:5]4[N:4]5[CH2:28][CH2:29][CH2:30][C@H:3]5[C:2](=[O:1])[NH:7][C:6]=4[CH:8]=3)[CH2:18][CH2:17]2)=[CH:20][CH:21]=1. The yield is 0.472.